Task: Predict the reaction yield, written as a fraction of the theoretical maximum amount of product (1.0 means a 100% yield; for example, 0.34 means a 34% yield).. Dataset: Reaction yield outcomes from USPTO patents with 853,638 reactions (1) The reactants are [Cl:1][C:2]1[C:3](=O)[NH:4][N:5]=[CH:6][C:7]=1[Cl:8].O=P(Cl)(Cl)[Cl:12]. The catalyst is C1(C)C=CC=CC=1. The product is [Cl:12][C:3]1[N:4]=[N:5][CH:6]=[C:7]([Cl:8])[C:2]=1[Cl:1]. The yield is 0.900. (2) The reactants are [CH2:1]([O:3][C:4]([C:6]1[NH:10][CH:9]=[C:8]([C:11](=O)[CH2:12][CH2:13][C:14]([OH:16])=[O:15])[CH:7]=1)=[O:5])[CH3:2].C([SiH](CC)CC)C. The catalyst is C(O)(C(F)(F)F)=O. The product is [CH2:1]([O:3][C:4]([C:6]1[NH:10][CH:9]=[C:8]([CH2:11][CH2:12][CH2:13][C:14]([OH:16])=[O:15])[CH:7]=1)=[O:5])[CH3:2]. The yield is 0.300.